The task is: Predict the reactants needed to synthesize the given product.. This data is from Full USPTO retrosynthesis dataset with 1.9M reactions from patents (1976-2016). (1) Given the product [F:1][C:2]1[C:3]([C:4]([N:15]2[CH2:20][CH2:19][CH2:18][CH2:17][CH2:16]2)=[O:6])=[CH:7][CH:8]=[CH:9][C:10]=1[C:11]([O:13][CH3:14])=[O:12], predict the reactants needed to synthesize it. The reactants are: [F:1][C:2]1[C:10]([C:11]([O:13][CH3:14])=[O:12])=[CH:9][CH:8]=[CH:7][C:3]=1[C:4]([OH:6])=O.[NH:15]1[CH2:20][CH2:19][CH2:18][CH2:17][CH2:16]1. (2) Given the product [NH2:23][C:20]1[CH:19]=[C:18]([C:2]2[CH:9]=[CH:8][C:5]([C:6]#[N:7])=[C:4]([N:10]3[CH2:15][CH2:14][O:13][CH2:12][CH2:11]3)[CH:3]=2)[C:17]([CH3:16])=[N:22][CH:21]=1, predict the reactants needed to synthesize it. The reactants are: Br[C:2]1[CH:9]=[CH:8][C:5]([C:6]#[N:7])=[C:4]([N:10]2[CH2:15][CH2:14][O:13][CH2:12][CH2:11]2)[CH:3]=1.[CH3:16][C:17]1[N:22]=[CH:21][C:20]([NH2:23])=[CH:19][C:18]=1B1OC(C)(C)C(C)(C)O1.C(=O)([O-])[O-].[Na+].[Na+].